From a dataset of Forward reaction prediction with 1.9M reactions from USPTO patents (1976-2016). Predict the product of the given reaction. (1) The product is: [Cl:39][C:36]1[CH:37]=[CH:38][C:33]([C:25]([C:27]2[N:31]([CH3:32])[CH:30]=[N:29][CH:28]=2)([C:11]2[CH:12]=[C:13]3[C:8](=[CH:9][CH:10]=2)[N:1]2[N:2]=[N:3][N:7]=[C:6]2[CH:15]=[C:14]3[CH2:16][CH2:17][C:18]2[CH:23]=[CH:22][CH:21]=[C:20]([Cl:24])[CH:19]=2)[OH:26])=[CH:34][CH:35]=1. Given the reactants [N-:1]=[N+:2]=[N-:3].[Na+].Cl[C:6]1[CH:15]=[C:14]([CH2:16][CH2:17][C:18]2[CH:23]=[CH:22][CH:21]=[C:20]([Cl:24])[CH:19]=2)[C:13]2[C:8](=[CH:9][CH:10]=[C:11]([C:25]([C:33]3[CH:38]=[CH:37][C:36]([Cl:39])=[CH:35][CH:34]=3)([C:27]3[N:31]([CH3:32])[CH:30]=[N:29][CH:28]=3)[OH:26])[CH:12]=2)[N:7]=1.O, predict the reaction product. (2) Given the reactants F[C:2]1[CH:7]=[CH:6][CH:5]=[CH:4][C:3]=1[N:8]1[C:16]2[CH:15]=[CH:14][CH:13]=[C:12]([NH2:17])[C:11]=2[CH:10]=[N:9]1.N1C2C=CC=C(N)C=2C=N1.IC1C=C(C=CC=1)[C:32]([O:34][CH2:35][CH3:36])=[O:33], predict the reaction product. The product is: [NH2:17][C:12]1[CH:13]=[CH:14][CH:15]=[C:16]2[C:11]=1[CH:10]=[N:9][N:8]2[C:3]1[CH:4]=[C:5]([CH:6]=[CH:7][CH:2]=1)[C:32]([O:34][CH2:35][CH3:36])=[O:33]. (3) Given the reactants [F:1][C:2]1[CH:11]=[C:10]2[C:5]([CH:6]=[C:7]([CH:22]([N:24]3C(=O)C4C(=CC=CC=4)C3=O)[CH3:23])[C:8]([C:12]3[CH:17]=[CH:16][CH:15]=[CH:14][C:13]=3[S:18]([CH3:21])(=[O:20])=[O:19])=[N:9]2)=[N:4][CH:3]=1.O.NN.Cl, predict the reaction product. The product is: [F:1][C:2]1[CH:11]=[C:10]2[C:5]([CH:6]=[C:7]([CH:22]([NH2:24])[CH3:23])[C:8]([C:12]3[CH:17]=[CH:16][CH:15]=[CH:14][C:13]=3[S:18]([CH3:21])(=[O:20])=[O:19])=[N:9]2)=[N:4][CH:3]=1. (4) Given the reactants [Br:1][C:2]1[CH:3]=[C:4]2[C:9](=[CH:10][CH:11]=1)[N:8]([CH:12]=O)[CH2:7][CH2:6][C:5]2([CH3:15])[CH3:14].[CH2:16]([Mg]Br)[CH3:17].C(OCC)C, predict the reaction product. The product is: [Br:1][C:2]1[CH:3]=[C:4]2[C:9](=[CH:10][CH:11]=1)[N:8]([CH:12]1[CH2:17][CH2:16]1)[CH2:7][CH2:6][C:5]2([CH3:15])[CH3:14]. (5) Given the reactants [CH3:1][O:2][C:3]1[CH:8]=[CH:7][C:6](B(O)O)=[CH:5][C:4]=1[C:12]([F:15])([F:14])[F:13].[F:16][C:17]1[CH:18]=[C:19]([CH:29]([NH:31][C:32]([C:34]2[N:35]=[C:36](Cl)[O:37][CH:38]=2)=[O:33])[CH3:30])[CH:20]=[C:21]([F:28])[C:22]=1[NH:23][S:24]([CH3:27])(=[O:26])=[O:25].C([O-])([O-])=O.[Cs+].[Cs+], predict the reaction product. The product is: [F:28][C:21]1[CH:20]=[C:19]([CH:29]([NH:31][C:32]([C:34]2[N:35]=[C:36]([C:6]3[CH:7]=[CH:8][C:3]([O:2][CH3:1])=[C:4]([C:12]([F:15])([F:14])[F:13])[CH:5]=3)[O:37][CH:38]=2)=[O:33])[CH3:30])[CH:18]=[C:17]([F:16])[C:22]=1[NH:23][S:24]([CH3:27])(=[O:26])=[O:25].